Dataset: Catalyst prediction with 721,799 reactions and 888 catalyst types from USPTO. Task: Predict which catalyst facilitates the given reaction. (1) Reactant: [C:1]([C:5]1[CH:10]=[CH:9][C:8]([N:11]2C(=O)C3C(=CC=CC=3)C2=O)=[CH:7][C:6]=1[O:22][CH3:23])([CH3:4])([CH3:3])[CH3:2].NN. Product: [C:1]([C:5]1[CH:10]=[CH:9][C:8]([NH2:11])=[CH:7][C:6]=1[O:22][CH3:23])([CH3:4])([CH3:2])[CH3:3]. The catalyst class is: 8. (2) Reactant: [CH3:1][N:2]1[CH2:7][CH2:6][C:5]([C:9]#[C:10][C:11]2[CH:12]=[C:13]3[C:18](=[CH:19][CH:20]=2)[N:17]=[CH:16][N:15]=[C:14]3OC2C=CC=CC=2)([OH:8])[CH2:4][CH2:3]1.[NH2:28][C:29]1[CH:30]=[C:31]2[C:35](=[CH:36][CH:37]=1)[N:34]([CH2:38][C:39]1[CH:44]=[CH:43][CH:42]=[CH:41][CH:40]=1)[CH:33]=[CH:32]2.Cl.[NH+]1C=CC=CC=1.C1(O)C=CC=CC=1. Product: [CH2:38]([N:34]1[C:35]2[C:31](=[CH:30][C:29]([NH:28][C:14]3[C:13]4[C:18](=[CH:19][CH:20]=[C:11]([C:10]#[C:9][C:5]5([OH:8])[CH2:4][CH2:3][N:2]([CH3:1])[CH2:7][CH2:6]5)[CH:12]=4)[N:17]=[CH:16][N:15]=3)=[CH:37][CH:36]=2)[CH:32]=[CH:33]1)[C:39]1[CH:40]=[CH:41][CH:42]=[CH:43][CH:44]=1. The catalyst class is: 25. (3) Reactant: [F-].C([N+](CCCC)(CCCC)CCCC)CCC.C([SiH2][O:24][C:25](C)(C)[C:26]1[CH:31]=[N:30][C:29]([O:32][CH2:33][CH2:34][C:35]2[N:36]=[C:37]([C:41]3[CH:46]=[CH:45][CH:44]=[CH:43][CH:42]=3)[O:38][C:39]=2[CH3:40])=[CH:28][N:27]=1)(C)(C)C. Product: [CH3:40][C:39]1[O:38][C:37]([C:41]2[CH:46]=[CH:45][CH:44]=[CH:43][CH:42]=2)=[N:36][C:35]=1[CH2:34][CH2:33][O:32][C:29]1[N:30]=[CH:31][C:26]([CH2:25][OH:24])=[N:27][CH:28]=1. The catalyst class is: 7. (4) Reactant: [CH3:1][O:2][C:3]1[CH:4]=[C:5]([CH:8]=[C:9]([C:12]([OH:14])=[O:13])[C:10]=1[OH:11])[CH:6]=[O:7].S(=O)(=O)(O)O.[CH2:20]1N2CN3CN(C2)CN1C3.FC(F)(F)C(O)=O. Product: [CH3:1][O:2][C:3]1[CH:4]=[C:5]([CH:8]=[C:9]([C:12]([O:14][CH3:20])=[O:13])[C:10]=1[OH:11])[CH:6]=[O:7]. The catalyst class is: 72. (5) Reactant: [F:1][C:2]1[CH:7]=[C:6]([N:8]2[CH2:12][C@H:11]([CH2:13][NH:14][C:15](=[O:17])[CH3:16])[O:10][C:9]2=[O:18])[CH:5]=[CH:4][C:3]=1[C:19]1[CH:24]=[CH:23][C:22]([CH2:25][NH:26][CH2:27][C:28]2[NH:32][N:31]=[N:30][CH:29]=2)=[CH:21][CH:20]=1.[S:33](=[O:37])(=[O:36])([OH:35])[OH:34].C(O)(C)C. Product: [S:33]([OH:37])([OH:36])(=[O:35])=[O:34].[F:1][C:2]1[CH:7]=[C:6]([N:8]2[CH2:12][C@H:11]([CH2:13][NH:14][C:15](=[O:17])[CH3:16])[O:10][C:9]2=[O:18])[CH:5]=[CH:4][C:3]=1[C:19]1[CH:24]=[CH:23][C:22]([CH2:25][NH:26][CH2:27][C:28]2[NH:32][N:31]=[N:30][CH:29]=2)=[CH:21][CH:20]=1. The catalyst class is: 5.